Task: Regression. Given a peptide amino acid sequence and an MHC pseudo amino acid sequence, predict their binding affinity value. This is MHC class I binding data.. Dataset: Peptide-MHC class I binding affinity with 185,985 pairs from IEDB/IMGT (1) The binding affinity (normalized) is 0. The peptide sequence is GYGAGVAGA. The MHC is Patr-A0701 with pseudo-sequence Patr-A0701. (2) The peptide sequence is FKNSVFYSV. The MHC is HLA-A01:01 with pseudo-sequence HLA-A01:01. The binding affinity (normalized) is 0.0847.